Predict the reaction yield, written as a fraction of the theoretical maximum amount of product (1.0 means a 100% yield; for example, 0.34 means a 34% yield). From a dataset of Reaction yield outcomes from USPTO patents with 853,638 reactions. (1) The reactants are C([NH:7][C:8]1[N:9]=[C:10]([N:19]2[CH2:24][CH2:23][O:22][CH2:21][CH2:20]2)[C:11]2[CH:17]=[C:16](Br)[CH:15]=[N:14][C:12]=2[N:13]=1)(=O)C(C)(C)C.[CH3:25][O:26][C:27]1[CH:28]=[C:29](B(O)O)[CH:30]=[CH:31][C:32]=1[O:33][CH3:34].C([O-])([O-])=O.[Na+].[Na+]. The catalyst is O1CCCC1.O.C1C=CC([P]([Pd]([P](C2C=CC=CC=2)(C2C=CC=CC=2)C2C=CC=CC=2)([P](C2C=CC=CC=2)(C2C=CC=CC=2)C2C=CC=CC=2)[P](C2C=CC=CC=2)(C2C=CC=CC=2)C2C=CC=CC=2)(C2C=CC=CC=2)C2C=CC=CC=2)=CC=1. The product is [NH2:7][C:8]1[N:9]=[C:10]([N:19]2[CH2:20][CH2:21][O:22][CH2:23][CH2:24]2)[C:11]2[CH:17]=[C:16]([C:30]3[CH:29]=[CH:28][C:27]([O:26][CH3:25])=[C:32]([O:33][CH3:34])[CH:31]=3)[CH:15]=[N:14][C:12]=2[N:13]=1. The yield is 0.350. (2) The reactants are [C:1]([CH2:7][C:8]#[N:9])(=[O:6])[C:2]([CH3:5])([CH3:4])[CH3:3].[Br:10]N1C(=O)CCC1=O. The catalyst is C(Cl)(Cl)(Cl)Cl. The product is [Br:10][CH:7]([C:1](=[O:6])[C:2]([CH3:5])([CH3:4])[CH3:3])[C:8]#[N:9]. The yield is 0.879. (3) The reactants are [CH3:1][O:2][C:3]1[CH:4]=[C:5]([CH:20]=[C:21]([O:31][CH3:32])[C:22]=1[O:23][Si](C(C)(C)C)(C)C)/[CH:6]=[CH:7]/[C:8]1[CH:12]=[C:11]([OH:13])[N:10]([C:14]2[CH:19]=[CH:18][CH:17]=[CH:16][N:15]=2)[N:9]=1.[Si](OC(C1C=NN(C2C=CC=CN=2)C=1O)=CC1C=CC=CC=1)(C(C)(C)C)(C)C. No catalyst specified. The product is [CH3:1][O:2][C:3]1[CH:4]=[C:5]([CH:20]=[C:21]([O:31][CH3:32])[C:22]=1[OH:23])[CH:6]=[CH:7][C:8]1[CH:12]=[C:11]([OH:13])[N:10]([C:14]2[CH:19]=[CH:18][CH:17]=[CH:16][N:15]=2)[N:9]=1. The yield is 0.940. (4) The reactants are [CH2:1](P(=O)([O-])OCC)[C:2]1[CH:7]=[CH:6][CH:5]=[CH:4][CH:3]=1.CC(C1C=C[C:20]([Br:23])=[CH:19][CH:18]=1)=O.[CH3:24]S(C)=O.[CH3:28][C:29]([CH3:32])([O-])[CH3:30].[K+]. The catalyst is C(OCC)(=O)C.O. The product is [Br:23][C:20]1[CH:28]=[C:29]([C:32]([CH3:24])=[CH:1][C:2]2[CH:3]=[CH:4][CH:5]=[CH:6][CH:7]=2)[CH:30]=[CH:18][CH:19]=1. The yield is 0.880. (5) The reactants are [CH3:1][N:2]([CH3:17])[CH2:3][CH:4]1[CH2:16][CH2:15][N:7]2[C:8]3[C:13]([CH:14]=[C:6]2[CH2:5]1)=[CH:12][CH:11]=[CH:10][CH:9]=3.CNC.CS([O:25][CH2:26][CH:27]1CCN2C3C(C=C2C1)=CC=CC=3)(=O)=O.CS(Cl)(=O)=O.C1C=CC=C2C=1C=C1CC(CO)CCN12.C(Cl)(=O)C(Cl)=O.[NH2:66][C:67](=[O:84])[CH2:68][C:69]1[C:70]2[CH:83]=[CH:82][S:81][C:71]=2[N:72](C(OC(C)(C)C)=O)[CH:73]=1.CC([O-])(C)C.[K+]. The catalyst is C(Cl)Cl.C1COCC1. The product is [CH3:1][N:2]([CH2:3][CH:4]1[CH2:16][CH2:15][N:7]2[C:8]3[C:13]([C:14]([C:27]4[C:26](=[O:25])[NH:66][C:67](=[O:84])[C:68]=4[C:69]4[C:70]5[CH:83]=[CH:82][S:81][C:71]=5[NH:72][CH:73]=4)=[C:6]2[CH2:5]1)=[CH:12][CH:11]=[CH:10][CH:9]=3)[CH3:17]. The yield is 0.0900. (6) The reactants are [K+].[C:2]([O:6][C:7]([N:9]1[CH2:14][CH2:13][N:12]([C:15]2[CH:20]=[CH:19][C:18]([C:21]3[O:25][C:24]([C:26]4[CH:34]=[CH:33][CH:32]=[C:31]5[C:27]=4[CH:28]=[CH:29][NH:30]5)=[N:23][C:22]=3[C:35]([O-])=[O:36])=[CH:17][CH:16]=2)[CH2:11][CH2:10]1)=[O:8])([CH3:5])([CH3:4])[CH3:3].O.OC1C2N=N[NH:45]C=2C=CC=1.Cl.CN(C)CCCN=C=NCC.N.O1CCOCC1. The catalyst is C(Cl)Cl.CN(C=O)C. The product is [C:35]([C:22]1[N:23]=[C:24]([C:26]2[CH:34]=[CH:33][CH:32]=[C:31]3[C:27]=2[CH:28]=[CH:29][NH:30]3)[O:25][C:21]=1[C:18]1[CH:19]=[CH:20][C:15]([N:12]2[CH2:13][CH2:14][N:9]([C:7]([O:6][C:2]([CH3:4])([CH3:5])[CH3:3])=[O:8])[CH2:10][CH2:11]2)=[CH:16][CH:17]=1)(=[O:36])[NH2:45]. The yield is 0.650. (7) The reactants are [Cl:1][C:2]1[CH:3]=[C:4](B(O)O)[CH:5]=[CH:6][CH:7]=1.[F:11][C:12]1[CH:13]=[C:14]([CH:24]([NH:26][C:27]([C:29]2[N:30]=[C:31](Cl)[O:32][CH:33]=2)=[O:28])[CH3:25])[CH:15]=[C:16]([F:23])[C:17]=1[NH:18][S:19]([CH3:22])(=[O:21])=[O:20].C([O-])([O-])=O.[Cs+].[Cs+]. The catalyst is Cl[Pd](Cl)([P](C1C=CC=CC=1)(C1C=CC=CC=1)C1C=CC=CC=1)[P](C1C=CC=CC=1)(C1C=CC=CC=1)C1C=CC=CC=1. The product is [F:23][C:16]1[CH:15]=[C:14]([CH:24]([NH:26][C:27]([C:29]2[N:30]=[C:31]([C:4]3[CH:5]=[CH:6][CH:7]=[C:2]([Cl:1])[CH:3]=3)[O:32][CH:33]=2)=[O:28])[CH3:25])[CH:13]=[C:12]([F:11])[C:17]=1[NH:18][S:19]([CH3:22])(=[O:21])=[O:20]. The yield is 0.340.